Dataset: HIV replication inhibition screening data with 41,000+ compounds from the AIDS Antiviral Screen. Task: Binary Classification. Given a drug SMILES string, predict its activity (active/inactive) in a high-throughput screening assay against a specified biological target. The molecule is O=C1C(O)C(O)C(O)C(O)C1O. The result is 0 (inactive).